From a dataset of Forward reaction prediction with 1.9M reactions from USPTO patents (1976-2016). Predict the product of the given reaction. (1) Given the reactants [CH3:1][C:2]1[C:3]([C:11]2[S:12][CH:13]=[CH:14][CH:15]=2)=[N:4][NH:5][C:6]=1[C:7]([F:10])([F:9])[F:8].C([Li])CCC.CCCCCC.Cl[C:28]([O:30]CC)=[O:29], predict the reaction product. The product is: [CH3:1][C:2]1[C:3]([C:11]2[S:12][C:13]([C:28]([OH:30])=[O:29])=[CH:14][CH:15]=2)=[N:4][NH:5][C:6]=1[C:7]([F:8])([F:10])[F:9]. (2) Given the reactants [Br:1][C:2]1[CH:11]=[C:10]2[C:5]([N:6]=[CH:7][C:8]([CH:12]=C)=[N:9]2)=[CH:4][CH:3]=1.C1C[O:17]CC1, predict the reaction product. The product is: [Br:1][C:2]1[CH:11]=[C:10]2[C:5]([N:6]=[CH:7][C:8]([CH:12]=[O:17])=[N:9]2)=[CH:4][CH:3]=1.